This data is from Reaction yield outcomes from USPTO patents with 853,638 reactions. The task is: Predict the reaction yield, written as a fraction of the theoretical maximum amount of product (1.0 means a 100% yield; for example, 0.34 means a 34% yield). (1) The reactants are [N+:1]([C:4]1[CH:9]=[CH:8][C:7]([N:10]2[CH2:15][CH2:14][NH:13][CH2:12][CH2:11]2)=[CH:6][CH:5]=1)([O-:3])=[O:2].[N:16]1[CH:21]=[CH:20][CH:19]=[C:18]([S:22](Cl)(=[O:24])=[O:23])[CH:17]=1. The catalyst is N1C=CC=CC=1.C1COCC1. The product is [N+:1]([C:4]1[CH:5]=[CH:6][C:7]([N:10]2[CH2:15][CH2:14][N:13]([S:22]([C:18]3[CH:17]=[N:16][CH:21]=[CH:20][CH:19]=3)(=[O:24])=[O:23])[CH2:12][CH2:11]2)=[CH:8][CH:9]=1)([O-:3])=[O:2]. The yield is 0.390. (2) The reactants are [CH:1]1([CH:7]([NH2:10])[CH2:8][CH3:9])[CH2:6][CH2:5][CH2:4][CH2:3][CH2:2]1.[I:11][C:12]1[C:20]2[C:15](=[CH:16][CH:17]=[C:18]([C:21](O)=[O:22])[CH:19]=2)[NH:14][N:13]=1.CCN(C(C)C)C(C)C.CN(C(ON1N=NC2C=CC=CC1=2)=[N+](C)C)C.[B-](F)(F)(F)F. The catalyst is CN(C=O)C.CCOC(C)=O.O. The product is [CH:1]1([CH:7]([NH:10][C:21]([C:18]2[CH:19]=[C:20]3[C:15](=[CH:16][CH:17]=2)[NH:14][N:13]=[C:12]3[I:11])=[O:22])[CH2:8][CH3:9])[CH2:6][CH2:5][CH2:4][CH2:3][CH2:2]1. The yield is 0.380.